From a dataset of Full USPTO retrosynthesis dataset with 1.9M reactions from patents (1976-2016). Predict the reactants needed to synthesize the given product. (1) Given the product [CH3:8][C:3]1([NH:2][S:10]([CH3:9])(=[O:12])=[O:11])[CH2:7][CH2:6][CH2:5][CH2:4]1, predict the reactants needed to synthesize it. The reactants are: Cl.[NH2:2][C:3]1([CH3:8])[CH2:7][CH2:6][CH2:5][CH2:4]1.[CH3:9][S:10](Cl)(=[O:12])=[O:11]. (2) Given the product [CH2:25]([N:13]1[C:12]2[CH:14]=[CH:15][CH:16]=[CH:17][C:11]=2[N:10]=[C:9]1[CH2:8][O:1][C:2]1[CH:7]=[CH:6][CH:5]=[CH:4][CH:3]=1)[CH:26]([CH3:28])[CH3:27], predict the reactants needed to synthesize it. The reactants are: [O:1]([CH2:8][C:9]1[NH:13][C:12]2[CH:14]=[CH:15][CH:16]=[CH:17][C:11]=2[N:10]=1)[C:2]1[CH:7]=[CH:6][CH:5]=[CH:4][CH:3]=1.C([O-])([O-])=O.[K+].[K+].Br[CH2:25][CH:26]([CH3:28])[CH3:27].